From a dataset of Full USPTO retrosynthesis dataset with 1.9M reactions from patents (1976-2016). Predict the reactants needed to synthesize the given product. (1) The reactants are: [C:1](Cl)(=[O:19])[CH2:2][CH2:3][CH2:4][CH2:5][CH2:6][CH2:7][CH2:8][CH2:9][CH2:10][CH2:11][CH2:12][CH2:13][CH2:14][CH2:15][CH2:16][CH2:17][CH3:18].[C:21]([O-:24])([O-])=O.[Na+].[Na+].[NH2:27][CH2:28][CH2:29][NH:30][CH2:31][CH2:32][NH:33][CH2:34][CH2:35][NH2:36]. Given the product [C:1]([NH:27][CH2:28][CH2:29][NH:30][CH2:31][CH2:32][NH:33][CH2:34][CH2:35][NH:36][C:21](=[O:24])[CH2:11][CH2:10][CH2:9][CH2:8][CH2:7][CH2:6][CH2:5][CH2:4][CH2:3][CH2:2][CH3:1])(=[O:19])[CH2:2][CH2:3][CH2:4][CH2:5][CH2:6][CH2:7][CH2:8][CH2:9][CH2:10][CH2:11][CH2:12][CH2:13][CH2:14][CH2:15][CH2:16][CH2:17][CH3:18], predict the reactants needed to synthesize it. (2) Given the product [N:13]1[CH:12]=[CH:11][N:8]2[CH:9]=[CH:10][C:5]([CH2:4][NH2:1])=[CH:6][C:7]=12, predict the reactants needed to synthesize it. The reactants are: [N:1]([CH2:4][C:5]1[CH:10]=[CH:9][N:8]2[CH:11]=[CH:12][N:13]=[C:7]2[CH:6]=1)=[N+]=[N-]. (3) The reactants are: [C:1]([C:3]1[CH:8]=[CH:7][C:6]([CH:9](O)[CH2:10][CH2:11][C:12]2[N:13](COCC[Si](C)(C)C)[CH:14]=[CH:15][N:16]=2)=[CH:5][CH:4]=1)#[N:2].C(N(CC)C(C)C)(C)C.CS(OS(C)(=O)=O)(=O)=O.C([O-])(O)=O.[Na+]. Given the product [C:1]([C:3]1[CH:8]=[CH:7][C:6]([CH:9]2[N:13]3[CH:14]=[CH:15][N:16]=[C:12]3[CH2:11][CH2:10]2)=[CH:5][CH:4]=1)#[N:2], predict the reactants needed to synthesize it. (4) Given the product [CH:1]12[CH2:7][CH:4]([CH2:5][CH2:6]1)[CH:3]=[CH:2]2.[C:11]1(=[O:12])[O:13][C:8](=[O:14])[CH:9]=[CH:10]1, predict the reactants needed to synthesize it. The reactants are: [CH:1]12[CH2:7][CH:4]([CH2:5][CH2:6]1)[CH:3]=[CH:2]2.[C:8]1(=[O:14])[O:13][C:11](=[O:12])[CH:10]=[CH:9]1.N(C(C)(C)C#N)=NC(C)(C)C#N. (5) Given the product [S:38]1[C:33]2[CH:32]=[CH:31][CH:30]=[CH:35][C:34]=2[N:36]=[C:37]1[S:39][C:13](=[O:15])/[C:12](=[N:11]\[O:10][C:7]([CH3:8])([CH3:9])[C:6]([O:5][C:1]([CH3:2])([CH3:4])[CH3:3])=[O:29])/[C:16]1[N:17]=[C:18]([NH:21][C:22]([O:24][C:25]([CH3:27])([CH3:28])[CH3:26])=[O:23])[S:19][CH:20]=1, predict the reactants needed to synthesize it. The reactants are: [C:1]([O:5][C:6](=[O:29])[C:7]([O:10]/[N:11]=[C:12](/[C:16]1[N:17]=[C:18]([NH:21][C:22]([O:24][C:25]([CH3:28])([CH3:27])[CH3:26])=[O:23])[S:19][CH:20]=1)\[C:13]([OH:15])=O)([CH3:9])[CH3:8])([CH3:4])([CH3:3])[CH3:2].[CH:30]1[CH:35]=[C:34]2[N:36]=[C:37]([S:39][S:39][C:37]3[S:38][C:33]4[C:34](=[CH:35][CH:30]=[CH:31][CH:32]=4)[N:36]=3)[S:38][C:33]2=[CH:32][CH:31]=1.C1(P(C2C=CC=CC=2)C2C=CC=CC=2)C=CC=CC=1. (6) Given the product [CH:1]1([CH:4]([C:11]2[CH:16]=[CH:15][CH:14]=[C:13]([CH2:17][O:18][C:19]3[CH:24]=[CH:23][C:22]([C:25]4[CH:30]=[C:29]([O:31][CH3:32])[CH:28]=[CH:27][C:26]=4[F:33])=[CH:21][C:20]=3[CH2:34][CH2:35][C:36]([CH3:39])([CH3:38])[CH3:37])[CH:12]=2)[CH2:5][C:6]([OH:8])=[O:7])[CH2:2][CH2:3]1, predict the reactants needed to synthesize it. The reactants are: [CH:1]1([CH:4]([C:11]2[CH:16]=[CH:15][CH:14]=[C:13]([CH2:17][O:18][C:19]3[CH:24]=[CH:23][C:22]([C:25]4[CH:30]=[C:29]([O:31][CH3:32])[CH:28]=[CH:27][C:26]=4[F:33])=[CH:21][C:20]=3[CH2:34][CH2:35][C:36]([CH3:39])([CH3:38])[CH3:37])[CH:12]=2)[CH2:5][C:6]([O:8]CC)=[O:7])[CH2:3][CH2:2]1.[OH-].[Na+].Cl. (7) Given the product [OH:1][C@@H:2]([CH3:30])[CH2:3][CH2:4][CH2:5][CH2:6][N:7]1[C:16](=[O:17])[C:15]2[N:14]([CH2:18][C:19]3[CH:24]=[CH:23][CH:22]=[CH:21][CH:20]=3)[C:13]([CH2:25][NH2:26])=[N:12][C:11]=2[N:10]([CH3:29])[C:8]1=[O:9], predict the reactants needed to synthesize it. The reactants are: [OH:1][C@@H:2]([CH3:30])[CH2:3][CH2:4][CH2:5][CH2:6][N:7]1[C:16](=[O:17])[C:15]2[N:14]([CH2:18][C:19]3[CH:24]=[CH:23][CH:22]=[CH:21][CH:20]=3)[C:13]([CH2:25][N:26]=[N+]=[N-])=[N:12][C:11]=2[N:10]([CH3:29])[C:8]1=[O:9].[H][H]. (8) The reactants are: [OH:1][C:2]1[CH:9]=[C:8]([NH:10][C:11]2[S:12][CH:13]=[CH:14][N:15]=2)[CH:7]=[CH:6][C:3]=1[C:4]#[N:5].C([O-])([O-])=O.[Cs+].[Cs+].Br[CH2:23][C:24]1[S:25][CH:26]=[CH:27][N:28]=1. Given the product [C:4]([C:3]1[CH:6]=[CH:7][C:8]([NH:10][C:11]2[S:12][CH:13]=[CH:14][N:15]=2)=[CH:9][C:2]=1[O:1][CH2:23][C:24]1[S:25][CH:26]=[CH:27][N:28]=1)#[N:5], predict the reactants needed to synthesize it. (9) Given the product [CH2:1]([O:3][C:4]([CH:6]1[CH2:8][CH:7]1[C:9]1[CH:14]=[CH:13][C:12]([OH:15])=[C:11]([F:17])[CH:10]=1)=[O:5])[CH3:2], predict the reactants needed to synthesize it. The reactants are: [CH2:1]([O:3][C:4]([CH:6]1[CH2:8][CH:7]1[C:9]1[CH:14]=[CH:13][C:12]([O:15]C)=[C:11]([F:17])[CH:10]=1)=[O:5])[CH3:2].B(Br)(Br)Br.CO. (10) The reactants are: Br[C:2]1[N:3]([C:13]2[CH:18]=[CH:17][C:16]([OH:19])=[CH:15][CH:14]=2)[C:4]2[C:9]([C:10]=1[C:11]#[N:12])=[CH:8][CH:7]=[CH:6][CH:5]=2.[S:20]1[CH:24]=[CH:23][C:22](B(O)O)=[CH:21]1.C(=O)([O-])[O-].[K+].[K+]. Given the product [OH:19][C:16]1[CH:17]=[CH:18][C:13]([N:3]2[C:4]3[C:9](=[CH:8][CH:7]=[CH:6][CH:5]=3)[C:10]([C:11]#[N:12])=[C:2]2[C:22]2[CH:23]=[CH:24][S:20][CH:21]=2)=[CH:14][CH:15]=1, predict the reactants needed to synthesize it.